Dataset: Forward reaction prediction with 1.9M reactions from USPTO patents (1976-2016). Task: Predict the product of the given reaction. Given the reactants CON(C)[C:4]([CH:6]1[CH2:11][CH2:10][N:9]([C:12]([O:14][CH2:15][C:16]2[CH:21]=[CH:20][CH:19]=[CH:18][CH:17]=2)=[O:13])[CH2:8][CH2:7]1)=[O:5].[CH3:23][O:24][CH2:25][CH2:26][CH2:27][CH2:28][Mg]Cl, predict the reaction product. The product is: [CH3:23][O:24][CH2:25][CH2:26][CH2:27][CH2:28][C:4]([CH:6]1[CH2:7][CH2:8][N:9]([C:12]([O:14][CH2:15][C:16]2[CH:17]=[CH:18][CH:19]=[CH:20][CH:21]=2)=[O:13])[CH2:10][CH2:11]1)=[O:5].